This data is from Forward reaction prediction with 1.9M reactions from USPTO patents (1976-2016). The task is: Predict the product of the given reaction. (1) Given the reactants [Cl:1][C:2]1[N:7]=[C:6](Cl)[C:5](F)=[CH:4][N:3]=1.[N+:10]([C:13]1[CH:14]=[C:15]([OH:19])[CH:16]=[CH:17][CH:18]=1)([O-:12])=[O:11].[C:20]([O-])([O-])=[O:21].[K+].[K+].O, predict the reaction product. The product is: [Cl:1][C:2]1[N:7]=[C:6]([O:19][C:15]2[CH:16]=[CH:17][CH:18]=[C:13]([N+:10]([O-:12])=[O:11])[CH:14]=2)[C:5]([O:21][CH3:20])=[CH:4][N:3]=1. (2) The product is: [CH3:1][O:2][C:3]([C:5]1[CH:14]=[C:13]([C:15]([O:17][CH3:18])=[O:16])[C:12]2[C:7](=[C:8]([O:28][CH3:29])[CH:9]=[C:10]3[CH:22]=[C:21]([C:23]([O:25][CH2:26][CH3:27])=[O:24])[NH:20][C:11]3=2)[N:6]=1)=[O:4]. Given the reactants [CH3:1][O:2][C:3]([CH:5]1[CH2:14][C:13](O)([C:15]([O:17][CH3:18])=[O:16])[C:12]2[C:7](=[C:8]([O:28][CH3:29])[CH:9]=[C:10]3[CH:22]=[C:21]([C:23]([O:25][CH2:26][CH3:27])=[O:24])[NH:20][C:11]3=2)[NH:6]1)=[O:4].Cl, predict the reaction product. (3) The product is: [N:1]1[CH:6]=[CH:5][CH:4]=[C:3]([C:7]2([CH2:13][NH:14][C:15]([C:17]3[S:21][C:20]([N:31]4[CH2:32][CH2:33][C@@H:29]([N:28]([CH3:34])[CH3:27])[CH2:30]4)=[N:19][C:18]=3[C:23]([F:26])([F:25])[F:24])=[O:16])[CH2:12][CH2:11][CH2:10][CH2:9][CH2:8]2)[CH:2]=1. Given the reactants [N:1]1[CH:6]=[CH:5][CH:4]=[C:3]([C:7]2([CH2:13][NH:14][C:15]([C:17]3[S:21][C:20](Br)=[N:19][C:18]=3[C:23]([F:26])([F:25])[F:24])=[O:16])[CH2:12][CH2:11][CH2:10][CH2:9][CH2:8]2)[CH:2]=1.[CH3:27][N:28]([CH3:34])[C@@H:29]1[CH2:33][CH2:32][NH:31][CH2:30]1.C(=O)([O-])[O-].[K+].[K+].O, predict the reaction product. (4) Given the reactants [CH3:1][O:2][C:3](=[O:12])[C:4]1[CH:9]=[CH:8][CH:7]=[C:6]([CH2:10]Br)[CH:5]=1.C([O-])([O-])=O.[K+].[K+].[Br:19][C:20]1[C:21]([OH:31])=[C:22]([O:28][CH2:29][CH3:30])[CH:23]=[C:24]([CH:27]=1)[CH:25]=[O:26].C(O)(=O)CC(CC(O)=O)(C(O)=O)O, predict the reaction product. The product is: [CH3:1][O:2][C:3](=[O:12])[C:4]1[CH:9]=[CH:8][CH:7]=[C:6]([CH2:10][O:31][C:21]2[C:22]([O:28][CH2:29][CH3:30])=[CH:23][C:24]([CH:25]=[O:26])=[CH:27][C:20]=2[Br:19])[CH:5]=1. (5) Given the reactants C(OC([NH:8][C@@H:9]1[CH2:14][CH2:13][CH2:12][CH2:11][C@H:10]1[C:15]([O:17][CH2:18][CH3:19])=[O:16])=O)(C)(C)C.[ClH:20].CCOC(C)=O, predict the reaction product. The product is: [ClH:20].[NH2:8][CH:9]1[CH2:14][CH2:13][CH2:12][CH2:11][CH:10]1[C:15]([O:17][CH2:18][CH3:19])=[O:16]. (6) The product is: [CH3:1][N:2]([CH2:4][C:5]1[C:13]2[O:12][N:11]=[C:10]([CH2:14][CH2:15][CH:16]3[CH2:17][CH2:18][N:19]([CH2:52][C:47]4([CH2:46][O:45][Si:28]([C:41]([CH3:44])([CH3:43])[CH3:42])([C:35]5[CH:40]=[CH:39][CH:38]=[CH:37][CH:36]=5)[C:29]5[CH:30]=[CH:31][CH:32]=[CH:33][CH:34]=5)[CH2:48][CH2:49][CH2:50][CH2:51]4)[CH2:20][CH2:21]3)[C:9]=2[CH:8]=[CH:7][C:6]=1[C:22]1[CH:27]=[CH:26][CH:25]=[CH:24][CH:23]=1)[CH3:3]. Given the reactants [CH3:1][N:2]([CH2:4][C:5]1[C:13]2[O:12][N:11]=[C:10]([CH2:14][CH2:15][CH:16]3[CH2:21][CH2:20][NH:19][CH2:18][CH2:17]3)[C:9]=2[CH:8]=[CH:7][C:6]=1[C:22]1[CH:27]=[CH:26][CH:25]=[CH:24][CH:23]=1)[CH3:3].[Si:28]([O:45][CH2:46][C:47]1([CH:52]=O)[CH2:51][CH2:50][CH2:49][CH2:48]1)([C:41]([CH3:44])([CH3:43])[CH3:42])([C:35]1[CH:40]=[CH:39][CH:38]=[CH:37][CH:36]=1)[C:29]1[CH:34]=[CH:33][CH:32]=[CH:31][CH:30]=1, predict the reaction product.